Task: Predict the reaction yield, written as a fraction of the theoretical maximum amount of product (1.0 means a 100% yield; for example, 0.34 means a 34% yield).. Dataset: Reaction yield outcomes from USPTO patents with 853,638 reactions (1) The reactants are [Br-].[CH2:2]([P+](C1C=CC=CC=1)(C1C=CC=CC=1)C1C=CC=CC=1)[CH2:3][CH:4]([CH3:6])[CH3:5].CC(C)([O-])C.[K+].[F:32][C:33]1[CH:34]=[C:35]([N:40]2[C:45](=[O:46])[C:44]([CH2:47][CH2:48][CH:49]=O)=[C:43]([C:51]3[CH:56]=[CH:55][C:54]([S:57]([CH3:60])(=[O:59])=[O:58])=[CH:53][CH:52]=3)[CH:42]=[N:41]2)[CH:36]=[CH:37][C:38]=1[F:39]. The catalyst is C1(C)C=CC=CC=1. The product is [F:32][C:33]1[CH:34]=[C:35]([N:40]2[C:45](=[O:46])[C:44]([CH2:47][CH2:48][CH:49]=[CH:2][CH2:3][CH:4]([CH3:6])[CH3:5])=[C:43]([C:51]3[CH:56]=[CH:55][C:54]([S:57]([CH3:60])(=[O:58])=[O:59])=[CH:53][CH:52]=3)[CH:42]=[N:41]2)[CH:36]=[CH:37][C:38]=1[F:39]. The yield is 0.130. (2) The reactants are [C:1]([CH2:3][CH2:4][N:5]([CH2:12][CH2:13]O)[C:6]1[CH:11]=[CH:10][CH:9]=[CH:8][CH:7]=1)#[N:2].C(N(CC)CC)C.S(Cl)(C)(=O)=O.[I-:27].[Na+]. The catalyst is C(#N)C.[Cl-].[Na+].O.CC(C)=O. The product is [C:1]([CH2:3][CH2:4][N:5]([CH2:12][CH2:13][I:27])[C:6]1[CH:11]=[CH:10][CH:9]=[CH:8][CH:7]=1)#[N:2]. The yield is 0.882. (3) The reactants are [Br:1][C:2]1[CH:3]=[CH:4][C:5]([OH:11])=[C:6]([C:8](=[O:10])[CH3:9])[CH:7]=1.[O:12]1[CH2:17][CH2:16][C:15](=O)[CH2:14][CH2:13]1.N1CCCC1. The catalyst is CO. The product is [Br:1][C:2]1[CH:7]=[C:6]2[C:5](=[CH:4][CH:3]=1)[O:11][C:15]1([CH2:16][CH2:17][O:12][CH2:13][CH2:14]1)[CH2:9][C:8]2=[O:10]. The yield is 1.00.